Dataset: Peptide-MHC class I binding affinity with 185,985 pairs from IEDB/IMGT. Task: Regression. Given a peptide amino acid sequence and an MHC pseudo amino acid sequence, predict their binding affinity value. This is MHC class I binding data. (1) The peptide sequence is SMMVILPDKI. The MHC is HLA-A02:03 with pseudo-sequence HLA-A02:03. The binding affinity (normalized) is 0.727. (2) The binding affinity (normalized) is 0. The MHC is HLA-A01:01 with pseudo-sequence HLA-A01:01. The peptide sequence is VIPMFSAL. (3) The peptide sequence is KVPAQNAI. The MHC is Mamu-A01 with pseudo-sequence Mamu-A01. The binding affinity (normalized) is 0.344. (4) The peptide sequence is ERYFRIHSL. The MHC is HLA-A03:01 with pseudo-sequence HLA-A03:01. The binding affinity (normalized) is 0.